This data is from Forward reaction prediction with 1.9M reactions from USPTO patents (1976-2016). The task is: Predict the product of the given reaction. Given the reactants Cl.[CH2:2]([O:4][C:5](=[O:8])[CH2:6][NH2:7])[CH3:3].[CH:9](=O)[C:10]1[CH:15]=[CH:14][CH:13]=[CH:12][CH:11]=1.C(OC)(OC)OC.C(N(CC)CC)C, predict the reaction product. The product is: [CH2:2]([O:4][C:5](=[O:8])[CH2:6]/[N:7]=[CH:9]/[C:10]1[CH:15]=[CH:14][CH:13]=[CH:12][CH:11]=1)[CH3:3].